Dataset: Reaction yield outcomes from USPTO patents with 853,638 reactions. Task: Predict the reaction yield, written as a fraction of the theoretical maximum amount of product (1.0 means a 100% yield; for example, 0.34 means a 34% yield). (1) The yield is 0.950. The catalyst is C1COCC1. The product is [F:1][C:2]1[CH:3]=[CH:4][C:5]2[S:11][CH2:10][CH2:9][CH2:8][N:7]([NH2:12])[C:6]=2[CH:14]=1. The reactants are [F:1][C:2]1[CH:3]=[CH:4][C:5]2[S:11][CH2:10][CH2:9][CH2:8][N:7]([N:12]=O)[C:6]=2[CH:14]=1.[H-].[Al+3].[Li+].[H-].[H-].[H-]. (2) The yield is 0.860. The product is [CH3:1][N:2]1[C:6]([C:20]2([OH:26])[CH2:25][CH2:24][CH2:23][CH2:22][CH2:21]2)=[CH:5][CH:4]=[N:3]1. The reactants are [CH3:1][N:2]1[CH:6]=[CH:5][CH:4]=[N:3]1.CN(C)CCN(C)C.C([Li])CCC.[C:20]1(=[O:26])[CH2:25][CH2:24][CH2:23][CH2:22][CH2:21]1. The catalyst is C1COCC1.O. (3) The reactants are [Br:1][C:2]1[CH:3]=[C:4]([CH:9]=[C:10]([OH:12])[CH:11]=1)[C:5]([O:7][CH3:8])=[O:6].C([O-])([O-])=O.[K+].[K+].I[CH:20]([CH3:22])[CH3:21]. The catalyst is CN(C=O)C.CC(=O)OCC. The product is [Br:1][C:2]1[CH:3]=[C:4]([CH:9]=[C:10]([O:12][CH:20]([CH3:22])[CH3:21])[CH:11]=1)[C:5]([O:7][CH3:8])=[O:6]. The yield is 0.750. (4) The product is [F:1][C:2]1[CH:7]=[CH:6][C:5]([C:8]#[C:9][C:10]2[N:14]3[CH:15]=[CH:16][CH:17]=[CH:18][C:13]3=[N:12][C:11]=2[CH2:19][O:20][C:21]2[CH:30]=[CH:29][CH:28]=[CH:27][C:22]=2[C:23]([OH:25])=[O:24])=[CH:4][CH:3]=1. The catalyst is O.O1CCCC1. The yield is 0.810. The reactants are [F:1][C:2]1[CH:7]=[CH:6][C:5]([C:8]#[C:9][C:10]2[N:14]3[CH:15]=[CH:16][CH:17]=[CH:18][C:13]3=[N:12][C:11]=2[CH2:19][O:20][C:21]2[CH:30]=[CH:29][CH:28]=[CH:27][C:22]=2[C:23]([O:25]C)=[O:24])=[CH:4][CH:3]=1.C(O)C.[OH-].[Na+].C(O)(=O)C. (5) The reactants are [NH2:1][C:2]1[CH:7]=[CH:6][C:5]([N+:8]([O-:10])=[O:9])=[CH:4][C:3]=1[S:11]([OH:14])(=O)=[O:12].P(Cl)(Cl)(Cl)=O.[OH-].[NH4+:21].[OH-].[Na+].C. The catalyst is S1(CCCC1)(=O)=O. The product is [NH2:1][C:2]1[CH:7]=[CH:6][C:5]([N+:8]([O-:10])=[O:9])=[CH:4][C:3]=1[S:11]([NH2:21])(=[O:14])=[O:12]. The yield is 0.650.